Dataset: Catalyst prediction with 721,799 reactions and 888 catalyst types from USPTO. Task: Predict which catalyst facilitates the given reaction. Reactant: [H-].[H-].[H-].[H-].[Li+].[Al+3].[CH2:7]1[CH2:12][CH2:11][CH:10]([C@@H:13]([NH2:17])[C:14](O)=[O:15])[CH2:9][CH2:8]1.O.[OH-].[Na+]. Product: [NH2:17][C@H:13]([CH:10]1[CH2:11][CH2:12][CH2:7][CH2:8][CH2:9]1)[CH2:14][OH:15]. The catalyst class is: 1.